This data is from TCR-epitope binding with 47,182 pairs between 192 epitopes and 23,139 TCRs. The task is: Binary Classification. Given a T-cell receptor sequence (or CDR3 region) and an epitope sequence, predict whether binding occurs between them. (1) The epitope is QECVRGTTVL. The TCR CDR3 sequence is CASSESDGTGELFF. Result: 1 (the TCR binds to the epitope). (2) Result: 1 (the TCR binds to the epitope). The TCR CDR3 sequence is CASSLGGANVLTF. The epitope is LPRRSGAAGA. (3) The epitope is LLLGIGILV. The TCR CDR3 sequence is CASSAASYNEQFF. Result: 0 (the TCR does not bind to the epitope). (4) The epitope is ITEEVGHTDLMAAY. The TCR CDR3 sequence is CASSLALSGAAGELFF. Result: 1 (the TCR binds to the epitope). (5) The epitope is PKYVKQNTLKLAT. The TCR CDR3 sequence is CSARDSGDGGYQPQHF. Result: 1 (the TCR binds to the epitope).